This data is from Catalyst prediction with 721,799 reactions and 888 catalyst types from USPTO. The task is: Predict which catalyst facilitates the given reaction. Reactant: [CH2:1]([N:8]1[CH2:17][CH2:16][C:15]2[C:10](=[CH:11][CH:12]=[N:13][C:14]=2Br)[CH2:9]1)[C:2]1[CH:7]=[CH:6][CH:5]=[CH:4][CH:3]=1.[CH:19]1[C:28]2[C:23](=[CH:24][CH:25]=[CH:26][CH:27]=2)[CH:22]=[C:21]([C:29]2[CH:30]=[C:31]([CH:33]=[CH:34][C:35]=2[CH3:36])[NH2:32])[N:20]=1.CC1(C)C2C(=C(P(C3C=CC=CC=3)C3C=CC=CC=3)C=CC=2)OC2C(P(C3C=CC=CC=3)C3C=CC=CC=3)=CC=CC1=2.[O-]P([O-])([O-])=O.[K+].[K+].[K+]. Product: [CH2:1]([N:8]1[CH2:17][CH2:16][C:15]2[C:14]([NH:32][C:31]3[CH:33]=[CH:34][C:35]([CH3:36])=[C:29]([C:21]4[N:20]=[CH:19][C:28]5[C:23]([CH:22]=4)=[CH:24][CH:25]=[CH:26][CH:27]=5)[CH:30]=3)=[N:13][CH:12]=[CH:11][C:10]=2[CH2:9]1)[C:2]1[CH:7]=[CH:6][CH:5]=[CH:4][CH:3]=1. The catalyst class is: 102.